Dataset: NCI-60 drug combinations with 297,098 pairs across 59 cell lines. Task: Regression. Given two drug SMILES strings and cell line genomic features, predict the synergy score measuring deviation from expected non-interaction effect. (1) Drug 1: COC1=C(C=C2C(=C1)N=CN=C2NC3=CC(=C(C=C3)F)Cl)OCCCN4CCOCC4. Drug 2: CC1=CC=C(C=C1)C2=CC(=NN2C3=CC=C(C=C3)S(=O)(=O)N)C(F)(F)F. Cell line: NCI-H226. Synergy scores: CSS=23.1, Synergy_ZIP=-4.25, Synergy_Bliss=0.113, Synergy_Loewe=-2.38, Synergy_HSA=1.96. (2) Drug 1: CC1C(C(=O)NC(C(=O)N2CCCC2C(=O)N(CC(=O)N(C(C(=O)O1)C(C)C)C)C)C(C)C)NC(=O)C3=C4C(=C(C=C3)C)OC5=C(C(=O)C(=C(C5=N4)C(=O)NC6C(OC(=O)C(N(C(=O)CN(C(=O)C7CCCN7C(=O)C(NC6=O)C(C)C)C)C)C(C)C)C)N)C. Drug 2: CC1CCCC2(C(O2)CC(NC(=O)CC(C(C(=O)C(C1O)C)(C)C)O)C(=CC3=CSC(=N3)C)C)C. Cell line: HCC-2998. Synergy scores: CSS=45.5, Synergy_ZIP=-1.92, Synergy_Bliss=-5.81, Synergy_Loewe=-12.4, Synergy_HSA=0.132. (3) Drug 1: C1=CN(C(=O)N=C1N)C2C(C(C(O2)CO)O)O.Cl. Drug 2: CCN(CC)CCNC(=O)C1=C(NC(=C1C)C=C2C3=C(C=CC(=C3)F)NC2=O)C. Cell line: A498. Synergy scores: CSS=13.5, Synergy_ZIP=-6.40, Synergy_Bliss=-0.0302, Synergy_Loewe=-8.43, Synergy_HSA=-1.76. (4) Drug 1: C1CCC(C1)C(CC#N)N2C=C(C=N2)C3=C4C=CNC4=NC=N3. Drug 2: CCN(CC)CCNC(=O)C1=C(NC(=C1C)C=C2C3=C(C=CC(=C3)F)NC2=O)C. Cell line: HOP-62. Synergy scores: CSS=-2.01, Synergy_ZIP=1.10, Synergy_Bliss=-2.30, Synergy_Loewe=-4.93, Synergy_HSA=-5.43.